The task is: Binary Classification. Given a miRNA mature sequence and a target amino acid sequence, predict their likelihood of interaction.. This data is from Experimentally validated miRNA-target interactions with 360,000+ pairs, plus equal number of negative samples. (1) The miRNA is hsa-miR-376c-5p with sequence GGUGGAUAUUCCUUCUAUGUU. The protein sequence of the target gene is MATGQKLMRAVRVFEFGGPEVLKLRSDIAVPIPKDHQVLIKVHACGVNPVETYIRSGTYSRKPLLPYTPGSDVAGVIEAVGDNASAFKKGDRVFTSSTISGGYAEYALAADHTVYKLPEKLDFKQGAAIGIPYFTAYRALIHSACVKAGESVLVHGASGGVGLAACQIARAYGLKILGTAGTEEGQKIVLQNGAHEVFNHREVNYIDKIKKYVGEKGIDIIIEMLANVNLSKDLSLLSHGGRVIVVGSRGTIEINPRDTMAKESSIIGVTLFSSTKEEFQQYAAALQAGMEIGWLKPVIG.... Result: 1 (interaction). (2) The miRNA is hsa-miR-5692b with sequence AAUAAUAUCACAGUAGGUGU. The protein sequence of the target gene is MKVSLGNGEMGVSAHLQPCKAGTTRFFTSNTHSSVVLQGFDQLRIEGLLCDVTLVPGDGDEIFPVHRAMMASASDYFKAMFTGGMKEQDLMCIKLHGVNKVGLKKIIDFIYTAKLSLNMDNLQDTLEAASFLQILPVLDFCKVFLISGVSLDNCVEVGRIANTYNLIEVDKYVNNFILKNFPALLSTGEFLKLPFERLAFVLSSNSLKHCTELELFKAACRWLRLEDPRMDYAAKLMKNIRFPLMTPQDLINYVQTVDFMRTDNTCVNLLLEASNYQMMPYMQPVMQSDRTAIRSDSTHL.... Result: 1 (interaction). (3) The miRNA is mmu-miR-3473c with sequence UCUCUCCAGCCCCCAUAAUAAG. The protein sequence of the target gene is MAELQEVQITEEKPLLPGQTPETAKEAELAARILLDQGQTHSVETPYGSVTFTVYGTPKPKRPAIFTYHDVGLNYKSCFQPLFRFGDMQEIIQNFVRVHVDAPGMEEGAPVFPLGYQYPSLDQLADMIPCILQYLNFSTIIGVGVGAGAYILSRYALNHPDTVEGLVLINIDPNAKGWMDWAAHKLTGLTSSIPDMILGHLFSQEELSGNSELIQKYRGIIQHAPNLENIELYWNSYNNRRDLNFERGGETTLKCPVMLVVGDQAPHEDAVVECNSKLDPTQTSFLKMADSGGQPQLTQP.... Result: 1 (interaction).